From a dataset of Peptide-MHC class I binding affinity with 185,985 pairs from IEDB/IMGT. Regression. Given a peptide amino acid sequence and an MHC pseudo amino acid sequence, predict their binding affinity value. This is MHC class I binding data. (1) The peptide sequence is YQAVVPLVY. The MHC is HLA-B35:03 with pseudo-sequence HLA-B35:03. The binding affinity (normalized) is 0. (2) The peptide sequence is ANRAPTGDPS. The MHC is HLA-B35:03 with pseudo-sequence HLA-B35:03. The binding affinity (normalized) is 0. (3) The peptide sequence is VVPSYIPLV. The MHC is HLA-A03:01 with pseudo-sequence HLA-A03:01. The binding affinity (normalized) is 0.0847. (4) The binding affinity (normalized) is 0.466. The MHC is HLA-A69:01 with pseudo-sequence HLA-A69:01. The peptide sequence is ATCGLVGLV. (5) The binding affinity (normalized) is 0.370. The MHC is HLA-A32:01 with pseudo-sequence HLA-A32:01. The peptide sequence is HINKLFSVF. (6) The peptide sequence is AIFQSSMTR. The MHC is HLA-A68:01 with pseudo-sequence HLA-A68:01. The binding affinity (normalized) is 0.744.